This data is from Full USPTO retrosynthesis dataset with 1.9M reactions from patents (1976-2016). The task is: Predict the reactants needed to synthesize the given product. (1) Given the product [CH2:45]([O:6][C:5](=[O:7])[C@@:4]([CH2:9][OH:10])([CH3:8])[CH2:3][C@H:2]([NH:1][C:38]([C:36]1[NH:35][N:34]=[N:33][CH:37]=1)=[O:40])[CH2:11][C:12]1[CH:13]=[CH:14][C:15]([C:18]2[CH:23]=[CH:22][CH:21]=[CH:20][CH:19]=2)=[CH:16][CH:17]=1)[CH2:44][CH3:46], predict the reactants needed to synthesize it. The reactants are: [NH2:1][C@H:2]([CH2:11][C:12]1[CH:17]=[CH:16][C:15]([C:18]2[CH:23]=[CH:22][CH:21]=[CH:20][CH:19]=2)=[CH:14][CH:13]=1)[CH2:3][C@:4]([CH2:9][OH:10])([CH3:8])[C:5]([OH:7])=[O:6].CC#N.O1CCOCC1.[NH:33]1[CH:37]=[C:36]([C:38]([OH:40])=O)[N:35]=[N:34]1.CCN(C(C)C)[CH:44]([CH3:46])[CH3:45].CN(C(ON1N=NC2C=CC=NC1=2)=[N+](C)C)C.F[P-](F)(F)(F)(F)F. (2) Given the product [CH3:55][O:54][C:51]1[CH:52]=[CH:53][C:39]2[CH2:38][CH2:37][C:43](=[O:44])[CH2:42][CH2:41][C:40]=2[CH:50]=1, predict the reactants needed to synthesize it. The reactants are: C(Cl)Cl.BrCC1C=CC(OC)=CC=1CBr.O=C(CC(OCC)=O)CC(OCC)=O.[Cl-].[NH4+].C(OC([CH:37]1[C:43](=[O:44])[CH:42](C(OCC)=O)[CH2:41][C:40]2[CH:50]=[C:51]([O:54][CH3:55])[CH:52]=[CH:53][C:39]=2[CH2:38]1)=O)C.[CH3:55][O:54][C:51]1[CH:52]=[CH:53][C:39]2[CH2:38][CH2:37][C:43](=[O:44])[CH2:42][CH2:41][C:40]=2[CH:50]=1.[OH-].[K+]. (3) The reactants are: C(O[C:6]([N:8]1[CH2:13][CH2:12][N:11]([C:14]2[CH:19]=[CH:18][C:17]([N:20]3[C:32]4[C:31]5[CH:30]=[C:29]([Br:33])[CH:28]=[CH:27][C:26]=5[N:25]=[CH:24][C:23]=4[N:22]([CH3:34])[C:21]3=[O:35])=[C:16]([O:36][CH3:37])[N:15]=2)[CH2:10][CH2:9]1)=O)(C)(C)C.C(O)(C(F)(F)F)=O.C([O-])(O)=O.[Na+].[H-].[Na+].CI. Given the product [Br:33][C:29]1[CH:28]=[CH:27][C:26]2[N:25]=[CH:24][C:23]3[N:22]([CH3:34])[C:21](=[O:35])[N:20]([C:17]4[C:16]([O:36][CH3:37])=[N:15][C:14]([N:11]5[CH2:10][CH2:9][N:8]([CH3:6])[CH2:13][CH2:12]5)=[CH:19][CH:18]=4)[C:32]=3[C:31]=2[CH:30]=1, predict the reactants needed to synthesize it. (4) Given the product [CH3:39][N:35]([S:32]([N:6]([CH2:5][C:4]([OH:40])=[O:3])[CH2:7][C:8]1[CH:13]=[CH:12][CH:11]=[C:10]([O:14][CH2:15][C:16]2[N:17]=[C:18]([C:22]3[CH:23]=[CH:24][C:25]([C:28]([F:29])([F:31])[F:30])=[CH:26][CH:27]=3)[O:19][C:20]=2[CH3:21])[CH:9]=1)(=[O:33])=[O:34])[CH2:36][C:37]#[CH:38], predict the reactants needed to synthesize it. The reactants are: C([O:3][C:4](=[O:40])[CH2:5][N:6]([S:32]([N:35]([CH3:39])[CH2:36][C:37]#[CH:38])(=[O:34])=[O:33])[CH2:7][C:8]1[CH:13]=[CH:12][CH:11]=[C:10]([O:14][CH2:15][C:16]2[N:17]=[C:18]([C:22]3[CH:27]=[CH:26][C:25]([C:28]([F:31])([F:30])[F:29])=[CH:24][CH:23]=3)[O:19][C:20]=2[CH3:21])[CH:9]=1)C.O.[OH-].[Li+]. (5) Given the product [Cl:1][C:2]1[C:3](/[C:9](=[N:24]\[O:25][CH2:26][CH2:27][CH3:28])/[CH2:10][NH:11][C:12](=[O:23])[C:13]2[CH:18]=[CH:17][CH:16]=[CH:15][C:14]=2[C:19]([F:21])([F:20])[F:22])=[N:4][CH:5]=[C:6]([Cl:8])[CH:7]=1, predict the reactants needed to synthesize it. The reactants are: [Cl:1][C:2]1[C:3]([C:9](=[N:24][O:25][CH2:26][CH2:27][CH3:28])[CH2:10][NH:11][C:12](=[O:23])[C:13]2[CH:18]=[CH:17][CH:16]=[CH:15][C:14]=2[C:19]([F:22])([F:21])[F:20])=[N:4][CH:5]=[C:6]([Cl:8])[CH:7]=1.C(C1C=CC=CC=1)(=O)C1C=CC=CC=1. (6) Given the product [OH:36][C:33]([CH3:35])([CH3:34])[CH2:32][O:31][N:26]1[C:27]([CH3:30])([CH3:29])[CH2:28][CH:21]([O:20][C:1](=[O:19])[CH2:2][CH2:3][CH2:4][CH2:5][CH2:6][CH2:7][CH2:8][CH2:9][CH2:10][CH2:11][CH2:12][CH2:13][CH2:14][CH2:15][CH2:16][CH2:17][CH3:18])[CH2:24][C:25]1([CH3:38])[CH3:37], predict the reactants needed to synthesize it. The reactants are: [C:1]([O:20][CH3:21])(=[O:19])[CH2:2][CH2:3][CH2:4][CH2:5][CH2:6][CH2:7][CH2:8][CH2:9][CH2:10][CH2:11][CH2:12][CH2:13][CH2:14][CH2:15][CH2:16][CH2:17][CH3:18].OC1[CH2:28][C:27]([CH3:30])([CH3:29])[N:26]([O:31][CH2:32][C:33]([OH:36])([CH3:35])[CH3:34])[C:25]([CH3:38])([CH3:37])[CH2:24]1.[NH2-].[Li+].